Dataset: Reaction yield outcomes from USPTO patents with 853,638 reactions. Task: Predict the reaction yield, written as a fraction of the theoretical maximum amount of product (1.0 means a 100% yield; for example, 0.34 means a 34% yield). (1) The reactants are [H-].[Al+3].[Li+].[H-].[H-].[H-].[F:7][C:8]1[CH:13]=[CH:12][C:11]([C:14]2[C:15]([N:20]3[CH2:25][CH2:24][NH:23][CH2:22][CH2:21]3)=[N:16][CH:17]=[CH:18][N:19]=2)=[CH:10][CH:9]=1.C(O[C:29]([C:31]1[CH:32]=[N:33][N:34]([CH3:37])[C:35]=1[Cl:36])=O)C.Cl. The catalyst is O1CCCC1.C(#N)C. The product is [ClH:36].[Cl:36][C:35]1[N:34]([CH3:37])[N:33]=[CH:32][C:31]=1[CH2:29][N:23]1[CH2:22][CH2:21][N:20]([C:15]2[C:14]([C:11]3[CH:12]=[CH:13][C:8]([F:7])=[CH:9][CH:10]=3)=[N:19][CH:18]=[CH:17][N:16]=2)[CH2:25][CH2:24]1. The yield is 0.120. (2) The reactants are [CH2:1]([OH:6])[CH2:2][CH:3]([OH:5])[CH3:4].[C:7]1([CH3:17])[CH:12]=[CH:11][C:10]([S:13](Cl)(=[O:15])=[O:14])=[CH:9][CH:8]=1. The catalyst is C(Cl)Cl.C([Sn](=O)CCCC)CCC. The product is [OH:5][CH:3]([CH3:4])[CH2:2][CH2:1][O:6][S:13]([C:10]1[CH:11]=[CH:12][C:7]([CH3:17])=[CH:8][CH:9]=1)(=[O:15])=[O:14]. The yield is 0.630. (3) The reactants are [OH-].[Na+].[F:3][C:4]([F:23])([F:22])[C:5]1[CH:6]=[C:7]([CH:19]=[CH:20][CH:21]=1)[CH2:8][C:9]1[CH:18]=[CH:17][C:12]([C:13]([O:15]C)=[O:14])=[CH:11][CH:10]=1. The catalyst is CCO. The product is [F:3][C:4]([F:22])([F:23])[C:5]1[CH:6]=[C:7]([CH:19]=[CH:20][CH:21]=1)[CH2:8][C:9]1[CH:18]=[CH:17][C:12]([C:13]([OH:15])=[O:14])=[CH:11][CH:10]=1. The yield is 0.870. (4) The reactants are Br[C:2]1[CH:3]=[CH:4][C:5]2[O:14][CH2:13][CH2:12][C:11]3[S:10][C:9]([C:15]4[N:16]([CH:20]([CH3:22])[CH3:21])[N:17]=[CH:18][N:19]=4)=[N:8][C:7]=3[C:6]=2[CH:23]=1.[CH3:24][O:25][C:26]1[CH:31]=[CH:30][N:29]=[CH:28][C:27]=1B(O)O. No catalyst specified. The product is [CH:20]([N:16]1[C:15]([C:9]2[S:10][C:11]3[CH2:12][CH2:13][O:14][C:5]4[CH:4]=[CH:3][C:2]([C:27]5[CH:28]=[N:29][CH:30]=[CH:31][C:26]=5[O:25][CH3:24])=[CH:23][C:6]=4[C:7]=3[N:8]=2)=[N:19][CH:18]=[N:17]1)([CH3:22])[CH3:21]. The yield is 0.280. (5) The reactants are [CH:1]([C:4]1[CH:9]=[CH:8][C:7]([CH:10]2[C:14]3[C:15]([CH3:28])=[C:16]([NH:20][C:21](=[O:27])[CH2:22][C:23]([CH3:26])([CH3:25])[CH3:24])[C:17]([CH3:19])=[CH:18][C:13]=3[S:12][CH2:11]2)=[CH:6][CH:5]=1)([CH3:3])[CH3:2].CCCCCC.[C:35](OCC)(=[O:37])[CH3:36]. No catalyst specified. The product is [C:35]([C:18]1[C:13]2[S:12][CH2:11][CH:10]([C:7]3[CH:6]=[CH:5][C:4]([CH:1]([CH3:2])[CH3:3])=[CH:9][CH:8]=3)[C:14]=2[C:15]([CH3:28])=[C:16]([NH:20][C:21](=[O:27])[CH2:22][C:23]([CH3:26])([CH3:25])[CH3:24])[C:17]=1[CH3:19])(=[O:37])[CH3:36]. The yield is 0.690. (6) The reactants are O[C:2]1[C:11]2[C:6](=[N:7][CH:8]=[CH:9][CH:10]=2)[N:5]([C:12]2[CH:17]=[CH:16][CH:15]=[CH:14][CH:13]=2)[C:4](=[O:18])[C:3]=1[C:19](=O)[CH2:20][C:21]1[CH:26]=[CH:25][CH:24]=[CH:23][CH:22]=1.O.[NH2:29][NH2:30].O. The catalyst is CN(C=O)C. The product is [CH2:20]([C:19]1[C:3]2[C:4](=[O:18])[N:5]([C:12]3[CH:17]=[CH:16][CH:15]=[CH:14][CH:13]=3)[C:6]3[N:7]=[CH:8][CH:9]=[CH:10][C:11]=3[C:2]=2[NH:30][N:29]=1)[C:21]1[CH:26]=[CH:25][CH:24]=[CH:23][CH:22]=1. The yield is 0.820. (7) The reactants are [CH2:1]([O:3][C:4](=[O:31])[CH2:5][C@H:6]1[C:14]2[C:9](=[CH:10][C:11]([O:15][CH2:16][CH2:17][C:18]3[N:19]=[C:20]([C:24]4[CH:29]=[CH:28][C:27](Br)=[CH:26][CH:25]=4)[O:21][C:22]=3[CH3:23])=[CH:12][CH:13]=2)[CH2:8][CH2:7]1)[CH3:2].[C:32]([C:35]1[S:39][C:38](B(O)O)=[CH:37][CH:36]=1)(=[O:34])[CH3:33].C(=O)([O-])[O-].[Na+].[Na+].[C:49]1(C)[CH:54]=[CH:53][CH:52]=[CH:51][CH:50]=1. The catalyst is O1CCOCC1.C1(P(C2C=CC=CC=2)[C-]2C=CC=C2)C=CC=CC=1.[C-]1(P(C2C=CC=CC=2)C2C=CC=CC=2)C=CC=C1.[Fe+2].Cl[Pd]Cl. The product is [CH2:1]([O:3][C:4](=[O:31])[CH2:5][C@H:6]1[C:14]2[C:9](=[CH:10][C:11]([O:15][CH2:16][CH2:17][C:18]3[N:19]=[C:20]([C:24]4[CH:29]=[CH:28][C:27]([C:49]5[CH:54]=[CH:53][C:52]([C:38]6[S:39][C:35]([C:32](=[O:34])[CH3:33])=[CH:36][CH:37]=6)=[CH:51][CH:50]=5)=[CH:26][CH:25]=4)[O:21][C:22]=3[CH3:23])=[CH:12][CH:13]=2)[CH2:8][CH2:7]1)[CH3:2]. The yield is 0.460. (8) The reactants are [CH:1]([O:4][C:5]([N:7]1[CH2:12][CH2:11][CH:10]([O:13][C:14]2[N:19]=[CH:18][N:17]=[C:16]3[N:20]([C:23]4[CH:28]=[CH:27][C:26](I)=[CH:25][C:24]=4[CH3:30])[N:21]=[CH:22][C:15]=23)[CH2:9][CH2:8]1)=[O:6])([CH3:3])[CH3:2].[CH3:31][S:32]([CH2:35][CH2:36][N:37]1[CH2:42][CH2:41][NH:40][CH2:39][CH2:38]1)(=[O:34])=[O:33].N1CCC[C@H]1C(O)=O.C(=O)([O-])[O-].[K+].[K+]. The catalyst is CS(C)=O.[Cu]I. The product is [CH:1]([O:4][C:5]([N:7]1[CH2:12][CH2:11][CH:10]([O:13][C:14]2[N:19]=[CH:18][N:17]=[C:16]3[N:20]([C:23]4[CH:28]=[CH:27][C:26]([N:40]5[CH2:39][CH2:38][N:37]([CH2:36][CH2:35][S:32]([CH3:31])(=[O:33])=[O:34])[CH2:42][CH2:41]5)=[CH:25][C:24]=4[CH3:30])[N:21]=[CH:22][C:15]=23)[CH2:9][CH2:8]1)=[O:6])([CH3:3])[CH3:2]. The yield is 0.0600. (9) The reactants are [N:1]([CH2:4][C:5]1[C:13]2[S:12](=[O:15])(=[O:14])[N:11]=[C:10]([C:16]3[C:17](=[O:34])[C@@:18]([CH2:28][CH2:29][C:30]([CH3:33])([CH3:32])[CH3:31])([CH3:27])[C:19]4[C:24]([C:25]=3[OH:26])=[CH:23][CH:22]=[CH:21][CH:20]=4)[NH:9][C:8]=2[S:7][CH:6]=1)=[N+]=[N-]. The catalyst is C(O)C.[Pd]. The product is [NH2:1][CH2:4][C:5]1[C:13]2[S:12](=[O:15])(=[O:14])[N:11]=[C:10]([C:16]3[C:17](=[O:34])[C@@:18]([CH2:28][CH2:29][C:30]([CH3:33])([CH3:32])[CH3:31])([CH3:27])[C:19]4[C:24]([C:25]=3[OH:26])=[CH:23][CH:22]=[CH:21][CH:20]=4)[NH:9][C:8]=2[S:7][CH:6]=1. The yield is 0.510. (10) The reactants are [NH2:1][C:2]1[CH:10]=[CH:9][C:5]([C:6]([OH:8])=[O:7])=[C:4]([Cl:11])[CH:3]=1.[C:12]([O:16]NC1C=CC(C(O)=O)=CC=1C)([CH3:15])([CH3:14])[CH3:13]. No catalyst specified. The product is [C:12]([O:16][NH:1][C:2]1[CH:10]=[CH:9][C:5]([C:6]([OH:8])=[O:7])=[C:4]([Cl:11])[CH:3]=1)([CH3:15])([CH3:14])[CH3:13]. The yield is 0.790.